From a dataset of Retrosynthesis with 50K atom-mapped reactions and 10 reaction types from USPTO. Predict the reactants needed to synthesize the given product. Given the product CC(C)c1c(C(=O)NCc2ccc(F)c(F)c2)c2ccc(/C=N/O)cc2n1Cc1ccccc1, predict the reactants needed to synthesize it. The reactants are: CC(C)c1c(C(=O)NCc2ccc(F)c(F)c2)c2ccc(C=O)cc2n1Cc1ccccc1.NO.